Dataset: Reaction yield outcomes from USPTO patents with 853,638 reactions. Task: Predict the reaction yield, written as a fraction of the theoretical maximum amount of product (1.0 means a 100% yield; for example, 0.34 means a 34% yield). (1) The reactants are [CH3:1][O:2][C:3]1[CH:4]=[C:5](/[C:11](=[CH:14]/[C:15]2[S:16][C:17]([N:20]3[CH2:25][CH2:24][CH:23]([OH:26])[CH2:22][CH2:21]3)=[CH:18][CH:19]=2)/[C:12]#[N:13])[CH:6]=[CH:7][C:8]=1[O:9][CH3:10].[Na+].[CH2:28]([N:30]([CH2:35][CH3:36])[CH2:31][C:32]([O-])=[O:33])[CH3:29].O.[C:38]1([CH3:48])[CH:43]=[CH:42][C:41]([S:44]([OH:47])(=[O:46])=[O:45])=[CH:40][CH:39]=1. The catalyst is C1(C)C=CC=CC=1. The product is [C:38]1([CH3:48])[CH:39]=[CH:40][C:41]([S:44]([OH:47])(=[O:45])=[O:46])=[CH:42][CH:43]=1.[CH2:28]([N:30]([CH2:31][C:32]([O:26][CH:23]1[CH2:22][CH2:21][N:20]([C:17]2[S:16][C:15](/[CH:14]=[C:11](\[C:12]#[N:13])/[C:5]3[CH:6]=[CH:7][C:8]([O:9][CH3:10])=[C:3]([O:2][CH3:1])[CH:4]=3)=[CH:19][CH:18]=2)[CH2:25][CH2:24]1)=[O:33])[CH2:35][CH3:36])[CH3:29]. The yield is 0.377. (2) The reactants are Cl.[C:2]([C@@H:4]1[CH2:8][C@H:7]([F:9])[CH2:6][NH:5]1)#[N:3].C(N(CC)CC)C.[C:17]([C:21]1[CH:26]=[C:25]([CH3:27])[C:24]([S:28](F)=[O:29])=[C:23]([CH3:31])[CH:22]=1)([CH3:20])([CH3:19])[CH3:18].CCCCC. The catalyst is ClCCl. The product is [C:17]([C:21]1[CH:22]=[C:23]([CH3:31])[C:24]([S:28]([N:5]2[CH2:6][C@@H:7]([F:9])[CH2:8][C@H:4]2[C:2]#[N:3])=[O:29])=[C:25]([CH3:27])[CH:26]=1)([CH3:20])([CH3:19])[CH3:18]. The yield is 0.800. (3) The reactants are [O:1]1[CH2:6][CH2:5][O:4][CH2:3][CH:2]1[C:7](=O)[CH3:8].[CH3:10][O:11][C:12]1[CH:17]=[CH:16][C:15]([CH2:18][NH2:19])=[CH:14][CH:13]=1.C(O[BH-](OC(=O)C)OC(=O)C)(=O)C.[Na+]. The catalyst is ClCCCl. The product is [O:1]1[CH2:6][CH2:5][O:4][CH2:3][CH:2]1[CH:7]([NH:19][CH2:18][C:15]1[CH:16]=[CH:17][C:12]([O:11][CH3:10])=[CH:13][CH:14]=1)[CH3:8]. The yield is 0.710. (4) The catalyst is O1CCOCC1. The reactants are [O:1]1[CH2:6][CH2:5][N:4]([CH:7]([C:13]2[CH:18]=[CH:17][CH:16]=[CH:15][CH:14]=2)[C:8]([O:10]CC)=[O:9])[CH2:3][CH2:2]1.[ClH:19]. The yield is 0.637. The product is [ClH:19].[O:1]1[CH2:2][CH2:3][N:4]([CH:7]([C:13]2[CH:18]=[CH:17][CH:16]=[CH:15][CH:14]=2)[C:8]([OH:10])=[O:9])[CH2:5][CH2:6]1. (5) The reactants are [C:1]([NH:5][C:6]1[N:15]([CH3:16])[C:14](=[O:17])[C:13]2[C:8](=[C:9](I)[CH:10]=[CH:11][CH:12]=2)[N:7]=1)([CH3:4])([CH3:3])[CH3:2].[CH3:19][O:20][CH2:21][CH:22]1[C:26]2[NH:27][C:28](B3OC(C)(C)C(C)(C)O3)=[CH:29][C:25]=2[C:24](=[O:39])[NH:23]1.CC(C1C=C(C(C)C)C(C2C=CC=CC=2P(C2CCCCC2)C2CCCCC2)=C(C(C)C)C=1)C.[O-]P([O-])([O-])=O.[K+].[K+].[K+]. The catalyst is CC(C1C=C(C(C)C)C(C2C(P(C3CCCCC3)C3CCCCC3)=CC=CC=2)=C(C(C)C)C=1)C.C1C=[C-]C(CCN)=CC=1.Cl[Pd+]. The product is [C:1]([NH:5][C:6]1[N:15]([CH3:16])[C:14](=[O:17])[C:13]2[C:8](=[C:9]([C:28]3[NH:27][C:26]4[CH:22]([CH2:21][O:20][CH3:19])[NH:23][C:24](=[O:39])[C:25]=4[CH:29]=3)[CH:10]=[CH:11][CH:12]=2)[N:7]=1)([CH3:4])([CH3:3])[CH3:2]. The yield is 0.460. (6) The reactants are C(O[C:4](=[O:8])[O:5][CH2:6][CH3:7])C.[H-].[Na+].[CH3:11][O:12][C:13]1[CH:31]=[CH:30][C:16]([CH2:17][N:18]2[CH:22]=[C:21]([C:23](=[O:25])[CH3:24])[C:20]([CH:26]([OH:29])[CH2:27][CH3:28])=[N:19]2)=[CH:15][CH:14]=1.Cl. The catalyst is C1(C)C=CC=CC=1. The product is [CH2:6]([O:5][C:4](=[O:8])[CH2:24][C:23]([C:21]1[C:20]([CH:26]([OH:29])[CH2:27][CH3:28])=[N:19][N:18]([CH2:17][C:16]2[CH:30]=[CH:31][C:13]([O:12][CH3:11])=[CH:14][CH:15]=2)[CH:22]=1)=[O:25])[CH3:7]. The yield is 0.630.